This data is from Reaction yield outcomes from USPTO patents with 853,638 reactions. The task is: Predict the reaction yield, written as a fraction of the theoretical maximum amount of product (1.0 means a 100% yield; for example, 0.34 means a 34% yield). (1) The product is [OH:3][CH2:2][C:1]([N:9]([CH3:10])[CH2:8][C@@H:7]([O:11][C:12]1[CH:21]=[CH:20][CH:19]=[C:18]2[C:13]=1[C:14]([NH:22][C:23]1[CH:28]=[CH:27][C:26]([O:29][C:30]3[CH:31]=[N:32][C:33]([CH3:36])=[CH:34][CH:35]=3)=[C:25]([CH3:37])[CH:24]=1)=[N:15][CH:16]=[N:17]2)[CH3:6])=[O:5]. The yield is 0.460. No catalyst specified. The reactants are [C:1]([OH:5])(=O)[CH2:2][OH:3].[CH3:6][C@H:7]([O:11][C:12]1[CH:21]=[CH:20][CH:19]=[C:18]2[C:13]=1[C:14]([NH:22][C:23]1[CH:28]=[CH:27][C:26]([O:29][C:30]3[CH:31]=[N:32][C:33]([CH3:36])=[CH:34][CH:35]=3)=[C:25]([CH3:37])[CH:24]=1)=[N:15][CH:16]=[N:17]2)[CH2:8][NH:9][CH3:10]. (2) The product is [ClH:1].[CH2:7]([O:9][C:5]([CH:2]1[CH2:4][CH2:3]1)=[NH:6])[CH3:8]. The yield is 0.590. The reactants are [ClH:1].[CH:2]1([C:5]#[N:6])[CH2:4][CH2:3]1.[CH2:7]([O:9]CC)[CH3:8]. The catalyst is CCO. (3) The reactants are CO[C:3]([C:5]1[O:6][CH:7]=[CH:8][CH:9]=1)=[O:4].[CH3:10][O:11][C:12]1[CH:17]=[CH:16][CH:15]=[CH:14][C:13]=1[Mg]Br.[C:20](=[O:23])(O)[O-].[Na+].Cl. The catalyst is C1COCC1. The product is [O:6]1[CH:7]=[CH:8][CH:9]=[C:5]1[C:3]([C:12]1[CH:17]=[CH:16][CH:15]=[CH:14][C:13]=1[O:23][CH3:20])([C:13]1[CH:14]=[CH:15][CH:16]=[CH:17][C:12]=1[O:11][CH3:10])[OH:4]. The yield is 0.820.